Dataset: CYP2C19 inhibition data for predicting drug metabolism from PubChem BioAssay. Task: Regression/Classification. Given a drug SMILES string, predict its absorption, distribution, metabolism, or excretion properties. Task type varies by dataset: regression for continuous measurements (e.g., permeability, clearance, half-life) or binary classification for categorical outcomes (e.g., BBB penetration, CYP inhibition). Dataset: cyp2c19_veith. (1) The compound is CC(C)[C@](N)(C(=O)O)c1ccccc1. The result is 0 (non-inhibitor). (2) The compound is COc1ccc(C)cc1NC(=O)c1cc2cc3ccc(C)cc3nc2o1. The result is 0 (non-inhibitor). (3) The drug is O=c1c(-c2cc(F)cc(F)c2)nc2cncnc2n1Cc1ccccc1Cl. The result is 1 (inhibitor). (4) The molecule is CCOc1ccc(NC(=O)c2ccc(OC)cc2)cc1. The result is 0 (non-inhibitor). (5) The compound is CN1CCN(CC(O)c2ccccc2)CC1. The result is 0 (non-inhibitor). (6) The drug is O=C(CC1(O)CCCCC1)OC1CCCC1. The result is 1 (inhibitor). (7) The compound is CN(C)c1cc[n+](CC(=O)Nc2ccc([N+](=O)[O-])cc2Cl)cc1.[Cl-]. The result is 0 (non-inhibitor). (8) The compound is CC(C)CO/N=C1/C[C@@H](O)[C@@H](O)[C@H]2[C@@H]1CC[C@@H]1C(=O)N([C@@H](C)c3ccccc3)C(=O)[C@H]12. The result is 0 (non-inhibitor). (9) The drug is C(=Nc1ccc2c(c1)Cc1ccccc1-2)c1ccccn1. The result is 1 (inhibitor). (10) The molecule is C=C(C)[C@H]1CC[C@]2(C(=O)O)CC[C@]3(C)[C@@H](CC[C@@H]4[C@]3(C)CC[C@H]3C(C)(C)[C@H](O)CC[C@]43C)[C@H]12. The result is 0 (non-inhibitor).